This data is from Peptide-MHC class II binding affinity with 134,281 pairs from IEDB. The task is: Regression. Given a peptide amino acid sequence and an MHC pseudo amino acid sequence, predict their binding affinity value. This is MHC class II binding data. (1) The peptide sequence is YITQCFLPVFLAQPP. The MHC is HLA-DQA10501-DQB10201 with pseudo-sequence HLA-DQA10501-DQB10201. The binding affinity (normalized) is 0.412. (2) The peptide sequence is LLVVAVGLRVVC. The MHC is DRB1_1501 with pseudo-sequence DRB1_1501. The binding affinity (normalized) is 0.493. (3) The peptide sequence is PELQNFLNFLEANGL. The MHC is HLA-DQA10501-DQB10201 with pseudo-sequence HLA-DQA10501-DQB10201. The binding affinity (normalized) is 0.534. (4) The peptide sequence is YDKFLANVSHVLTGK. The MHC is DRB1_0101 with pseudo-sequence DRB1_0101. The binding affinity (normalized) is 0.810. (5) The peptide sequence is DVKFPGGGQIVIGVY. The MHC is HLA-DQA10501-DQB10301 with pseudo-sequence HLA-DQA10501-DQB10301. The binding affinity (normalized) is 0.777. (6) The binding affinity (normalized) is 0. The MHC is DRB3_0101 with pseudo-sequence DRB3_0101. The peptide sequence is DCISIGPGSTGLNIT.